From a dataset of Catalyst prediction with 721,799 reactions and 888 catalyst types from USPTO. Predict which catalyst facilitates the given reaction. Reactant: [NH2:1][C:2]1[CH:7]=[CH:6][C:5]([CH2:8][C:9]#[N:10])=[CH:4][C:3]=1Br.[CH3:12][C:13]1([CH3:22])[CH2:18][CH2:17][C:16](B(O)O)=[CH:15][CH2:14]1.C([O-])([O-])=O.[Na+].[Na+]. Product: [NH2:1][C:2]1[CH:7]=[CH:6][C:5]([CH2:8][C:9]#[N:10])=[CH:4][C:3]=1[C:16]1[CH2:17][CH2:18][C:13]([CH3:22])([CH3:12])[CH2:14][CH:15]=1. The catalyst class is: 73.